The task is: Predict the product of the given reaction.. This data is from Forward reaction prediction with 1.9M reactions from USPTO patents (1976-2016). (1) Given the reactants Br[C:2]1[C:7]([F:8])=[CH:6][C:5]([NH:9][C:10](=[O:12])[CH3:11])=[CH:4][C:3]=1[Cl:13].[CH3:14][S:15]([C:18]1[CH:23]=[CH:22][C:21](B(O)O)=[CH:20][CH:19]=1)(=[O:17])=[O:16].C(=O)([O-])[O-].[Na+].[Na+].O, predict the reaction product. The product is: [Cl:13][C:3]1[CH:4]=[C:5]([NH:9][C:10](=[O:12])[CH3:11])[CH:6]=[C:7]([F:8])[C:2]=1[C:21]1[CH:22]=[CH:23][C:18]([S:15]([CH3:14])(=[O:17])=[O:16])=[CH:19][CH:20]=1. (2) Given the reactants [Br:1][C:2]1[S:23][C:5]2[N:6]([CH3:22])[C:7](=[O:21])[N:8]([CH2:11][CH2:12][CH2:13][O:14][CH:15]3[CH2:20][CH2:19][CH2:18][CH2:17][O:16]3)[C:9](=[O:10])[C:4]=2[C:3]=1[CH2:24]Br.CS(C)=[O:28], predict the reaction product. The product is: [Br:1][C:2]1[S:23][C:5]2[N:6]([CH3:22])[C:7](=[O:21])[N:8]([CH2:11][CH2:12][CH2:13][O:14][CH:15]3[CH2:20][CH2:19][CH2:18][CH2:17][O:16]3)[C:9](=[O:10])[C:4]=2[C:3]=1[CH:24]=[O:28]. (3) Given the reactants [CH:1]1([CH2:4][O:5][C:6]2[N:11]=[C:10]([C:12]([OH:14])=O)[CH:9]=[CH:8][C:7]=2[N:15]2[CH2:18][C:17]([F:20])([F:19])[CH2:16]2)[CH2:3][CH2:2]1.Cl.[O:22]1[C:26]2([CH2:30][CH2:29][NH:28][CH2:27]2)[CH2:25][CH:24]([OH:31])[CH2:23]1.CN(C(ON1N=NC2C=CC=CC1=2)=[N+](C)C)C.[B-](F)(F)(F)F.CCN(C(C)C)C(C)C, predict the reaction product. The product is: [CH:1]1([CH2:4][O:5][C:6]2[N:11]=[C:10]([C:12]([N:28]3[CH2:29][CH2:30][C:26]4([O:22][CH2:23][CH:24]([OH:31])[CH2:25]4)[CH2:27]3)=[O:14])[CH:9]=[CH:8][C:7]=2[N:15]2[CH2:18][C:17]([F:20])([F:19])[CH2:16]2)[CH2:2][CH2:3]1. (4) The product is: [CH3:1][CH2:2][CH:3]([C:20]([O-:22])=[O:21])[CH2:4][CH:5]([C:17]([O-:19])=[O:18])[CH2:6][CH:7]([C:14]([O-:16])=[O:15])[CH2:8][CH:9]([C:11]([O-:13])=[O:12])[CH3:10].[Na+:23].[Na+:23].[Na+:23].[Na+:23].[C:27]([O-:46])(=[O:45])[CH2:28][CH2:29][CH2:30][CH2:31][CH2:32][CH2:33][CH2:34][CH2:35][CH2:36][CH2:37][CH2:38][CH2:39][CH2:40][CH2:41][CH2:42][CH2:43][CH3:44].[Ca+2:47].[C:48]([O-:67])(=[O:66])[CH2:49][CH2:50][CH2:51][CH2:52][CH2:53][CH2:54][CH2:55][CH2:56][CH2:57][CH2:58][CH2:59][CH2:60][CH2:61][CH2:62][CH2:63][CH2:64][CH3:65]. Given the reactants [CH3:1][CH2:2][CH:3]([C:20]([O-:22])=[O:21])[CH2:4][CH:5]([C:17]([O-:19])=[O:18])[CH2:6][CH:7]([C:14]([O-:16])=[O:15])[CH2:8][CH:9]([C:11]([O-:13])=[O:12])[CH3:10].[Na+:23].[Na+].[Na+].[Na+].[C:27]([O-:46])(=[O:45])[CH2:28][CH2:29][CH2:30][CH2:31][CH2:32][CH2:33][CH2:34][CH2:35][CH2:36][CH2:37][CH2:38][CH2:39][CH2:40][CH2:41][CH2:42][CH2:43][CH3:44].[Ca+2:47].[C:48]([O-:67])(=[O:66])[CH2:49][CH2:50][CH2:51][CH2:52][CH2:53][CH2:54][CH2:55][CH2:56][CH2:57][CH2:58][CH2:59][CH2:60][CH2:61][CH2:62][CH2:63][CH2:64][CH3:65], predict the reaction product. (5) Given the reactants Cl[C:2]1[N:7]=[C:6]([N:8]2[C@@H:12]([CH:13]([CH3:15])[CH3:14])[CH2:11][O:10][C:9]2=[O:16])[CH:5]=[CH:4][N:3]=1.[N:17]1([C:22]2[CH:23]=[C:24]([CH:28]([NH2:30])[CH3:29])[CH:25]=[CH:26][CH:27]=2)[CH:21]=[CH:20][CH:19]=[CH:18]1, predict the reaction product. The product is: [N:17]1([C:22]2[CH:23]=[C:24]([C@H:28]([NH:30][C:2]3[N:7]=[C:6]([N:8]4[C@@H:12]([CH:13]([CH3:15])[CH3:14])[CH2:11][O:10][C:9]4=[O:16])[CH:5]=[CH:4][N:3]=3)[CH3:29])[CH:25]=[CH:26][CH:27]=2)[CH:21]=[CH:20][CH:19]=[CH:18]1.[N:17]1([C:22]2[CH:23]=[C:24]([C@@H:28]([NH:30][C:2]3[N:7]=[C:6]([N:8]4[C@@H:12]([CH:13]([CH3:15])[CH3:14])[CH2:11][O:10][C:9]4=[O:16])[CH:5]=[CH:4][N:3]=3)[CH3:29])[CH:25]=[CH:26][CH:27]=2)[CH:21]=[CH:20][CH:19]=[CH:18]1. (6) Given the reactants [Cl:1][C:2]1[CH:3]=[C:4]2[C:9](=[CH:10][C:11]=1[C:12]([OH:14])=O)[N:8]=[CH:7][N:6]=[C:5]2[NH:15][CH:16]([C:18]1[NH:22][C:21]2[CH:23]=[CH:24][C:25]([Cl:27])=[CH:26][C:20]=2[N:19]=1)[CH3:17].FC1C(OC(N(C)C)=[N+](C)C)=C(F)C(F)=C(F)C=1F.F[P-](F)(F)(F)(F)F.C(N(C(C)C)CC)(C)C.[NH:63]1[CH2:68][CH2:67][NH:66][CH2:65][C:64]1=[O:69], predict the reaction product. The product is: [Cl:1][C:2]1[CH:3]=[C:4]2[C:9](=[CH:10][C:11]=1[C:12]([N:66]1[CH2:67][CH2:68][NH:63][C:64](=[O:69])[CH2:65]1)=[O:14])[N:8]=[CH:7][N:6]=[C:5]2[NH:15][CH:16]([C:18]1[NH:22][C:21]2[CH:23]=[CH:24][C:25]([Cl:27])=[CH:26][C:20]=2[N:19]=1)[CH3:17].